This data is from Peptide-MHC class II binding affinity with 134,281 pairs from IEDB. The task is: Regression. Given a peptide amino acid sequence and an MHC pseudo amino acid sequence, predict their binding affinity value. This is MHC class II binding data. (1) The peptide sequence is VDPTDYFRNEQSIPP. The MHC is DRB1_0802 with pseudo-sequence DRB1_0802. The binding affinity (normalized) is 0.238. (2) The peptide sequence is YDPFLANVSTVLTGK. The MHC is DRB1_1302 with pseudo-sequence DRB1_1302. The binding affinity (normalized) is 0.793. (3) The peptide sequence is DKDLQRLRSLNQTVH. The MHC is DRB1_0101 with pseudo-sequence DRB1_0101. The binding affinity (normalized) is 0.314. (4) The binding affinity (normalized) is 0.107. The peptide sequence is CPDLKDCLIDIETAL. The MHC is DRB1_0101 with pseudo-sequence DRB1_0101.